From a dataset of Forward reaction prediction with 1.9M reactions from USPTO patents (1976-2016). Predict the product of the given reaction. (1) Given the reactants C([N:8]1[CH2:13][CH2:12][NH:11][CH2:10][C@H:9]1[CH3:14])(OC(C)(C)C)=O.C(O)(=O)C.[C:19]1(=O)[CH2:22][CH2:21][CH2:20]1.[BH-](OC(C)=O)(OC(C)=O)OC(C)=O.[Na+], predict the reaction product. The product is: [CH:19]1([N:11]2[CH2:12][CH2:13][NH:8][C@H:9]([CH3:14])[CH2:10]2)[CH2:22][CH2:21][CH2:20]1. (2) The product is: [NH2:12][C:9]1[CH:10]=[CH:11][C:6]([CH:3]([OH:4])[C:2]([F:1])([F:15])[F:16])=[CH:7][CH:8]=1. Given the reactants [F:1][C:2]([F:16])([F:15])[C:3]([C:6]1[CH:11]=[CH:10][C:9]([N+:12]([O-])=O)=[CH:8][CH:7]=1)(O)[OH:4].[H][H], predict the reaction product.